This data is from Full USPTO retrosynthesis dataset with 1.9M reactions from patents (1976-2016). The task is: Predict the reactants needed to synthesize the given product. (1) Given the product [CH:13]1([CH2:18][C:19]2[O:23][N:22]=[C:21]([NH:24][C:25](=[O:31])[C@@H:26]([NH:30][CH:7]3[CH2:6][CH2:5][C:4]4[C:9](=[CH:10][CH:11]=[C:2]([F:1])[CH:3]=4)[CH2:8]3)[CH2:27][CH2:28][CH3:29])[CH:20]=2)[CH2:14][CH2:15][CH2:16][CH2:17]1, predict the reactants needed to synthesize it. The reactants are: [F:1][C:2]1[CH:3]=[C:4]2[C:9](=[CH:10][CH:11]=1)[CH2:8][C:7](=O)[CH2:6][CH2:5]2.[CH:13]1([CH2:18][C:19]2[O:23][N:22]=[C:21]([NH:24][C:25](=[O:31])[C@@H:26]([NH2:30])[CH2:27][CH2:28][CH3:29])[CH:20]=2)[CH2:17][CH2:16][CH2:15][CH2:14]1.C(O[BH-](OC(=O)C)OC(=O)C)(=O)C.[Na+]. (2) Given the product [Si:1]([O:8][CH:9]([C:22]1[O:23][C:24]([C:41]2[CH:46]=[C:45]([F:47])[CH:44]=[CH:43][N:42]=2)=[CH:25][N:26]=1)[CH2:10][CH2:11][CH2:12][CH2:13][CH2:14][CH2:15][C:16]1[CH:21]=[CH:20][CH:19]=[CH:18][CH:17]=1)([C:4]([CH3:7])([CH3:5])[CH3:6])([CH3:2])[CH3:3], predict the reactants needed to synthesize it. The reactants are: [Si:1]([O:8][CH:9]([C:22]1[O:23][C:24]([Sn](CCCC)(CCCC)CCCC)=[CH:25][N:26]=1)[CH2:10][CH2:11][CH2:12][CH2:13][CH2:14][CH2:15][C:16]1[CH:21]=[CH:20][CH:19]=[CH:18][CH:17]=1)([C:4]([CH3:7])([CH3:6])[CH3:5])([CH3:3])[CH3:2].Cl[C:41]1[CH:46]=[C:45]([F:47])[CH:44]=[CH:43][N:42]=1. (3) Given the product [Cl:35][C:29]1[CH:30]=[CH:31][CH:32]=[C:33]([Cl:34])[C:28]=1[O:27][C:3]1[C:2]([S:49][C:44]2[CH:45]=[CH:46][CH:47]=[CH:48][N:43]=2)=[CH:7][N:6]=[C:5]([NH:8][C:9]2[S:13][N:12]=[C:11]([CH:14]3[CH2:19][CH2:18][N:17]([C:20]([O:22][C:23]([CH3:26])([CH3:25])[CH3:24])=[O:21])[CH2:16][CH2:15]3)[N:10]=2)[CH:4]=1, predict the reactants needed to synthesize it. The reactants are: Br[C:2]1[C:3]([O:27][C:28]2[C:33]([Cl:34])=[CH:32][CH:31]=[CH:30][C:29]=2[Cl:35])=[CH:4][C:5]([NH:8][C:9]2[S:13][N:12]=[C:11]([CH:14]3[CH2:19][CH2:18][N:17]([C:20]([O:22][C:23]([CH3:26])([CH3:25])[CH3:24])=[O:21])[CH2:16][CH2:15]3)[N:10]=2)=[N:6][CH:7]=1.C[Li].C([Li])CCC.[N:43]1[CH:48]=[CH:47][CH:46]=[CH:45][C:44]=1[S:49][S:49][C:44]1[CH:45]=[CH:46][CH:47]=[CH:48][N:43]=1. (4) Given the product [F:1][C:2]1[CH:3]=[C:4]([CH:5]=[CH:6][C:7]=1[F:8])[CH2:9][O:10][C:12]1[CH:23]=[C:16]2[N:17]([CH3:22])[C@@H:18]([CH3:21])[CH2:19][CH2:20][N:15]2[C:14](=[O:24])[N:13]=1, predict the reactants needed to synthesize it. The reactants are: [F:1][C:2]1[CH:3]=[C:4]([CH2:9][OH:10])[CH:5]=[CH:6][C:7]=1[F:8].Cl[C:12]1[CH:23]=[C:16]2[N:17]([CH3:22])[C@@H:18]([CH3:21])[CH2:19][CH2:20][N:15]2[C:14](=[O:24])[N:13]=1. (5) Given the product [CH3:14][O:15][NH:16][C:10]1[C:9]2[C:4](=[CH:5][CH:6]=[CH:7][CH:8]=2)[NH:3][C:2](=[O:17])[N:11]=1, predict the reactants needed to synthesize it. The reactants are: Cl[C:2]1[N:11]=[C:10](Cl)[C:9]2[C:4](=[CH:5][CH:6]=[CH:7][CH:8]=2)[N:3]=1.Cl.[CH3:14][O:15][NH2:16].[OH-:17].[Na+]. (6) Given the product [I:1][C:2]1[CH:3]=[C:4]([OH:11])[CH:5]=[C:6]([N+:8]([O-:10])=[O:9])[CH:7]=1, predict the reactants needed to synthesize it. The reactants are: [I:1][C:2]1[CH:7]=[C:6]([N+:8]([O-:10])=[O:9])[CH:5]=[C:4]([O:11]C)[CH:3]=1. (7) The reactants are: Cl.Cl.Cl.[N:4]1([CH2:10][C:11]([NH:13][C:14]2[CH:19]=[CH:18][CH:17]=[CH:16][N:15]=2)=[O:12])[CH2:9][CH2:8][NH:7][CH2:6][CH2:5]1.[C:20]([O:24][C:25](=[O:30])[NH:26][CH2:27][CH2:28]Br)([CH3:23])([CH3:22])[CH3:21]. Given the product [C:20]([O:24][C:25](=[O:30])[NH:26][CH2:27][CH2:28][N:7]1[CH2:8][CH2:9][N:4]([CH2:10][C:11](=[O:12])[NH:13][C:14]2[CH:19]=[CH:18][CH:17]=[CH:16][N:15]=2)[CH2:5][CH2:6]1)([CH3:23])([CH3:22])[CH3:21], predict the reactants needed to synthesize it.